From a dataset of NCI-60 drug combinations with 297,098 pairs across 59 cell lines. Regression. Given two drug SMILES strings and cell line genomic features, predict the synergy score measuring deviation from expected non-interaction effect. (1) Drug 1: CC1C(C(=O)NC(C(=O)N2CCCC2C(=O)N(CC(=O)N(C(C(=O)O1)C(C)C)C)C)C(C)C)NC(=O)C3=C4C(=C(C=C3)C)OC5=C(C(=O)C(=C(C5=N4)C(=O)NC6C(OC(=O)C(N(C(=O)CN(C(=O)C7CCCN7C(=O)C(NC6=O)C(C)C)C)C)C(C)C)C)N)C. Drug 2: CC1=C(C=C(C=C1)NC(=O)C2=CC=C(C=C2)CN3CCN(CC3)C)NC4=NC=CC(=N4)C5=CN=CC=C5. Cell line: SK-MEL-5. Synergy scores: CSS=29.7, Synergy_ZIP=2.97, Synergy_Bliss=8.03, Synergy_Loewe=0.161, Synergy_HSA=6.03. (2) Drug 1: CC1=C(C=C(C=C1)NC2=NC=CC(=N2)N(C)C3=CC4=NN(C(=C4C=C3)C)C)S(=O)(=O)N.Cl. Drug 2: CN(C(=O)NC(C=O)C(C(C(CO)O)O)O)N=O. Cell line: OVCAR-8. Synergy scores: CSS=9.09, Synergy_ZIP=0.0937, Synergy_Bliss=3.09, Synergy_Loewe=2.35, Synergy_HSA=3.20. (3) Synergy scores: CSS=0.565, Synergy_ZIP=-0.195, Synergy_Bliss=-1.16, Synergy_Loewe=-3.41, Synergy_HSA=-3.22. Drug 2: C1=NC2=C(N=C(N=C2N1C3C(C(C(O3)CO)O)F)Cl)N. Cell line: A498. Drug 1: CCC(=C(C1=CC=CC=C1)C2=CC=C(C=C2)OCCN(C)C)C3=CC=CC=C3.C(C(=O)O)C(CC(=O)O)(C(=O)O)O. (4) Drug 1: CC1C(C(=O)NC(C(=O)N2CCCC2C(=O)N(CC(=O)N(C(C(=O)O1)C(C)C)C)C)C(C)C)NC(=O)C3=C4C(=C(C=C3)C)OC5=C(C(=O)C(=C(C5=N4)C(=O)NC6C(OC(=O)C(N(C(=O)CN(C(=O)C7CCCN7C(=O)C(NC6=O)C(C)C)C)C)C(C)C)C)N)C. Drug 2: CCC1(CC2CC(C3=C(CCN(C2)C1)C4=CC=CC=C4N3)(C5=C(C=C6C(=C5)C78CCN9C7C(C=CC9)(C(C(C8N6C=O)(C(=O)OC)O)OC(=O)C)CC)OC)C(=O)OC)O.OS(=O)(=O)O. Cell line: U251. Synergy scores: CSS=39.0, Synergy_ZIP=-9.25, Synergy_Bliss=-9.63, Synergy_Loewe=-8.69, Synergy_HSA=-7.83.